Dataset: Forward reaction prediction with 1.9M reactions from USPTO patents (1976-2016). Task: Predict the product of the given reaction. (1) The product is: [OH:29][C:25]1([C:23]#[C:24][C:2]2[CH:3]=[CH:4][C:5]3[O:11][CH2:10][CH2:9][N:8]4[C:12]([C:18]([NH:20][CH3:21])=[O:19])=[C:13]([C:15]([NH2:17])=[O:16])[N:14]=[C:7]4[C:6]=3[CH:22]=2)[CH2:28][CH2:27][CH2:26]1. Given the reactants Br[C:2]1[CH:3]=[CH:4][C:5]2[O:11][CH2:10][CH2:9][N:8]3[C:12]([C:18]([NH:20][CH3:21])=[O:19])=[C:13]([C:15]([NH2:17])=[O:16])[N:14]=[C:7]3[C:6]=2[CH:22]=1.[C:23]([C:25]1([OH:29])[CH2:28][CH2:27][CH2:26]1)#[CH:24], predict the reaction product. (2) Given the reactants C[O:2][C:3]([C:5]1[S:19][C:8]2=[N:9][C:10]([S:13][CH2:14][C:15]([O:17]C)=[O:16])=[CH:11][CH:12]=[C:7]2[C:6]=1[O:20][CH2:21][C:22]([O:24]CC)=[O:23])=[O:4].CO.O.O[Li].O, predict the reaction product. The product is: [C:22]([CH2:21][O:20][C:6]1[C:7]2[C:8](=[N:9][C:10]([S:13][CH2:14][C:15]([OH:17])=[O:16])=[CH:11][CH:12]=2)[S:19][C:5]=1[C:3]([OH:4])=[O:2])([OH:24])=[O:23].